This data is from Reaction yield outcomes from USPTO patents with 853,638 reactions. The task is: Predict the reaction yield, written as a fraction of the theoretical maximum amount of product (1.0 means a 100% yield; for example, 0.34 means a 34% yield). (1) The reactants are [C:1]([CH2:4][C:5]1[C:6]([F:16])=[C:7]([O:14][CH3:15])[CH:8]=[CH:9][C:10]=1[N+:11]([O-])=O)(=O)[CH3:2].C([O-])(=O)C.[NH4+]. The catalyst is CC(C)=O.[Cl-].[Cl-].[Cl-].[Ti+3]. The product is [F:16][C:6]1[C:7]([O:14][CH3:15])=[CH:8][CH:9]=[C:10]2[C:5]=1[CH:4]=[C:1]([CH3:2])[NH:11]2. The yield is 0.900. (2) The reactants are C(Cl)(=O)C(Cl)=O.CS(C)=O.[OH:11][CH2:12][C@@H:13]1[CH2:17][CH2:16][CH2:15][N:14]1[C:18]([O:20][C:21]([CH3:24])([CH3:23])[CH3:22])=[O:19].C(N(CC)CC)C. The catalyst is ClCCl. The product is [CH:12]([C@@H:13]1[CH2:17][CH2:16][CH2:15][N:14]1[C:18]([O:20][C:21]([CH3:24])([CH3:23])[CH3:22])=[O:19])=[O:11]. The yield is 0.554.